This data is from Forward reaction prediction with 1.9M reactions from USPTO patents (1976-2016). The task is: Predict the product of the given reaction. Given the reactants [Cl:1][C:2]1[CH:3]=[CH:4][C:5]([O:35][CH3:36])=[C:6]([CH:34]=1)[CH2:7][CH:8]1[C:14](=[O:15])[N:13]([C:16]([NH:18][CH:19]([CH2:31][CH3:32])[C:20]([NH:22][CH2:23][C:24]([O:26]C(C)(C)C)=[O:25])=[O:21])=[O:17])[CH2:12][C:11](=[O:33])[NH:10][CH2:9]1.Cl.[C:38](OC(=O)CN)(C)(C)C.Cl.C(OC(=O)[C@H](C)N)(C)(C)C, predict the reaction product. The product is: [Cl:1][C:2]1[CH:3]=[CH:4][C:5]([O:35][CH3:36])=[C:6]([CH:34]=1)[CH2:7][CH:8]1[C:14](=[O:15])[N:13]([C:16]([NH:18][C@H:19]([CH2:31][CH3:32])[C:20]([NH:22][C@@H:23]([CH3:38])[C:24]([OH:26])=[O:25])=[O:21])=[O:17])[CH2:12][C:11](=[O:33])[NH:10][CH2:9]1.